Task: Predict the reaction yield, written as a fraction of the theoretical maximum amount of product (1.0 means a 100% yield; for example, 0.34 means a 34% yield).. Dataset: Reaction yield outcomes from USPTO patents with 853,638 reactions (1) The reactants are [H-].[Na+].[Br:3][C:4]1[CH:16]=[CH:15][C:7](/[CH:8]=[CH:9]/[C:10]([O:12][CH2:13][CH3:14])=[O:11])=[CH:6][CH:5]=1.[CH3:17]COC(C)=O.CCCCCC. The catalyst is CS(C)=O. The product is [Br:3][C:4]1[CH:5]=[CH:6][C:7]([C@@H:8]2[CH2:17][C@H:9]2[C:10]([O:12][CH2:13][CH3:14])=[O:11])=[CH:15][CH:16]=1. The yield is 0.467. (2) The reactants are [C:1]([O:5][C:6]([N:8]1[CH2:12][CH2:11][CH2:10][C@H:9]1[CH2:13]I)=[O:7])([CH3:4])([CH3:3])[CH3:2].C(N(CC)CC)C.[H][H]. The catalyst is CO.[Pd]. The product is [C:1]([O:5][C:6]([N:8]1[CH2:12][CH2:11][CH2:10][C@H:9]1[CH3:13])=[O:7])([CH3:4])([CH3:2])[CH3:3]. The yield is 0.859. (3) The reactants are Cl[C:2]([O:4][CH2:5][C:6]1[CH:11]=[CH:10][CH:9]=[CH:8][CH:7]=1)=[O:3].[NH2:12][C:13]1[CH:18]=[CH:17][C:16]([N:19]2[CH2:23][CH2:22][CH2:21][C:20]2=[O:24])=[CH:15][CH:14]=1.CN(C)C1C=CC=CC=1.C(OCC)(=O)C. The catalyst is O1CCCC1. The product is [O:24]=[C:20]1[CH2:21][CH2:22][CH2:23][N:19]1[C:16]1[CH:17]=[CH:18][C:13]([NH:12][C:2](=[O:3])[O:4][CH2:5][C:6]2[CH:11]=[CH:10][CH:9]=[CH:8][CH:7]=2)=[CH:14][CH:15]=1. The yield is 0.738. (4) The reactants are [Br:1][C:2]1[C:7]([N+:8]([O-])=O)=[CH:6][C:5]([NH:11][C:12]2[N:17]=[C:16]([C:18]3[CH:19]=[N:20][N:21]4[CH2:26][CH2:25][CH2:24][CH2:23][C:22]=34)[CH:15]=[CH:14][N:13]=2)=[C:4]([O:27][CH3:28])[CH:3]=1.[NH4+].[Cl-].O. The catalyst is C(O)C.[Fe]. The product is [Br:1][C:2]1[CH:3]=[C:4]([O:27][CH3:28])[C:5]([NH:11][C:12]2[N:17]=[C:16]([C:18]3[CH:19]=[N:20][N:21]4[CH2:26][CH2:25][CH2:24][CH2:23][C:22]=34)[CH:15]=[CH:14][N:13]=2)=[CH:6][C:7]=1[NH2:8]. The yield is 0.920. (5) The reactants are Cl.[NH2:2][OH:3].C([O-])(=O)C.[Na+].[CH2:9]1[C:13]2[C:14]3[CH2:20][CH2:19][CH2:18][CH2:17][C:15]=3[S:16][C:12]=2[C:11](=O)[CH2:10]1. The catalyst is CO. The product is [CH2:9]1[C:13]2[C:14]3[CH2:20][CH2:19][CH2:18][CH2:17][C:15]=3[S:16][C:12]=2[C:11](=[N:2][OH:3])[CH2:10]1. The yield is 0.840. (6) The reactants are [Br:1][C:2]1[CH:3]=[C:4]([CH:8]=[CH:9][CH:10]=1)[C:5](Cl)=[O:6].Br[C:12]1[CH:18]=[CH:17][CH:16]=[CH:15][C:13]=1[NH2:14].C([O-])([O-])=O.[Cs+].[Cs+].N1C2C(=CC=C3C=2N=CC=C3)C=CC=1. The catalyst is O1CCOCC1.[Cu]I.O.C(OCC)(=O)C. The product is [Br:1][C:2]1[CH:3]=[C:4]([C:5]2[O:6][C:12]3[CH:18]=[CH:17][CH:16]=[CH:15][C:13]=3[N:14]=2)[CH:8]=[CH:9][CH:10]=1. The yield is 0.760.